Dataset: NCI-60 drug combinations with 297,098 pairs across 59 cell lines. Task: Regression. Given two drug SMILES strings and cell line genomic features, predict the synergy score measuring deviation from expected non-interaction effect. (1) Drug 1: CC1=C(N=C(N=C1N)C(CC(=O)N)NCC(C(=O)N)N)C(=O)NC(C(C2=CN=CN2)OC3C(C(C(C(O3)CO)O)O)OC4C(C(C(C(O4)CO)O)OC(=O)N)O)C(=O)NC(C)C(C(C)C(=O)NC(C(C)O)C(=O)NCCC5=NC(=CS5)C6=NC(=CS6)C(=O)NCCC[S+](C)C)O. Drug 2: CCCCC(=O)OCC(=O)C1(CC(C2=C(C1)C(=C3C(=C2O)C(=O)C4=C(C3=O)C=CC=C4OC)O)OC5CC(C(C(O5)C)O)NC(=O)C(F)(F)F)O. Cell line: SNB-19. Synergy scores: CSS=35.8, Synergy_ZIP=-7.05, Synergy_Bliss=-5.61, Synergy_Loewe=-15.5, Synergy_HSA=-2.49. (2) Drug 1: C1C(C(OC1N2C=NC3=C(N=C(N=C32)Cl)N)CO)O. Drug 2: C1=CC=C(C=C1)NC(=O)CCCCCCC(=O)NO. Cell line: SNB-19. Synergy scores: CSS=25.1, Synergy_ZIP=-4.33, Synergy_Bliss=-2.45, Synergy_Loewe=-12.0, Synergy_HSA=-1.75. (3) Drug 1: CCC1=C2CN3C(=CC4=C(C3=O)COC(=O)C4(CC)O)C2=NC5=C1C=C(C=C5)O. Drug 2: CNC(=O)C1=NC=CC(=C1)OC2=CC=C(C=C2)NC(=O)NC3=CC(=C(C=C3)Cl)C(F)(F)F. Cell line: HOP-92. Synergy scores: CSS=18.1, Synergy_ZIP=-3.61, Synergy_Bliss=0.718, Synergy_Loewe=-87.9, Synergy_HSA=0.765. (4) Drug 1: C1CC(=O)NC(=O)C1N2CC3=C(C2=O)C=CC=C3N. Drug 2: C1CC(=O)NC(=O)C1N2C(=O)C3=CC=CC=C3C2=O. Cell line: UACC62. Synergy scores: CSS=-0.946, Synergy_ZIP=-1.05, Synergy_Bliss=-4.05, Synergy_Loewe=-3.88, Synergy_HSA=-3.75.